From a dataset of NCI-60 drug combinations with 297,098 pairs across 59 cell lines. Regression. Given two drug SMILES strings and cell line genomic features, predict the synergy score measuring deviation from expected non-interaction effect. (1) Drug 1: CC12CCC3C(C1CCC2=O)CC(=C)C4=CC(=O)C=CC34C. Drug 2: CC12CCC3C(C1CCC2O)C(CC4=C3C=CC(=C4)O)CCCCCCCCCS(=O)CCCC(C(F)(F)F)(F)F. Cell line: T-47D. Synergy scores: CSS=22.4, Synergy_ZIP=-9.29, Synergy_Bliss=-7.69, Synergy_Loewe=-4.17, Synergy_HSA=-4.04. (2) Drug 1: CCCS(=O)(=O)NC1=C(C(=C(C=C1)F)C(=O)C2=CNC3=C2C=C(C=N3)C4=CC=C(C=C4)Cl)F. Drug 2: CC1C(C(CC(O1)OC2CC(CC3=C2C(=C4C(=C3O)C(=O)C5=C(C4=O)C(=CC=C5)OC)O)(C(=O)C)O)N)O.Cl. Cell line: OVCAR-4. Synergy scores: CSS=6.90, Synergy_ZIP=0.652, Synergy_Bliss=3.03, Synergy_Loewe=-4.50, Synergy_HSA=0.682.